From a dataset of Forward reaction prediction with 1.9M reactions from USPTO patents (1976-2016). Predict the product of the given reaction. (1) Given the reactants [CH:1]1([NH:6][C:7]2[N:12]3[N:13]=[C:14]([C:23]4[CH:28]=[CH:27][C:26]([F:29])=[CH:25][CH:24]=4)[C:15]([C:16](=O)[CH:17]=[CH:18]N(C)C)=[C:11]3[CH:10]=[CH:9][N:8]=2)[CH2:5][CH2:4][CH2:3][CH2:2]1.Cl.[CH:31]1([NH:36][C:37]([NH2:39])=[NH:38])[CH2:35][CH2:34][CH2:33][CH2:32]1.C(=O)([O-])[O-].[K+].[K+], predict the reaction product. The product is: [CH:31]1([NH:36][C:37]2[N:39]3[N:13]=[C:14]([C:23]4[CH:24]=[CH:25][C:26]([F:29])=[CH:27][CH:28]=4)[C:15]([C:11]4[CH:10]=[CH:9][N:8]=[C:7]([NH:6][CH:1]5[CH2:5][CH2:4][CH2:3][CH2:2]5)[N:12]=4)=[C:16]3[CH:17]=[CH:18][N:38]=2)[CH2:35][CH2:34][CH2:33][CH2:32]1. (2) Given the reactants N[C@H:2](C(O)=O)CO.[NH2:8][C@H:9]([C:14]([OH:16])=[O:15])[CH2:10][CH:11](C)C.CC[CH2:19][CH2:20][CH2:21][CH2:22][CH2:23][CH2:24]/[CH:25]=[CH:26]\[CH2:27][CH2:28][CH2:29][CH2:30][CH2:31][CH2:32][CH2:33][C:34]([OH:36])=[O:35], predict the reaction product. The product is: [NH2:8][C@H:9]([C:14]([OH:16])=[O:15])[CH:10]([CH3:2])[CH3:11].[CH3:19][CH2:20][CH2:21][CH2:22][CH2:23][CH2:24][CH2:25][CH2:26][CH2:27][CH2:28][CH2:29][CH2:30][CH2:31][CH2:32][CH2:33][C:34]([OH:36])=[O:35]. (3) The product is: [OH:8][CH2:9][C:10]1[N:11]=[C:12]([N:15]2[CH2:16][CH:17]([S:19][C:20]3[C@H:21]([CH3:44])[C@@H:22]4[C@@H:39]([C@H:40]([OH:42])[CH3:41])[C:38](=[O:43])[N:23]4[C:24]=3[C:25]([O:27][CH2:28][C:29]3[CH:30]=[CH:31][C:32]([N+:35]([O-:37])=[O:36])=[CH:33][CH:34]=3)=[O:26])[CH2:18]2)[S:13][CH:14]=1. Given the reactants [Si]([O:8][CH2:9][C:10]1[N:11]=[C:12]([N:15]2[CH2:18][CH:17]([S:19][C:20]3[C@H:21]([CH3:44])[C@@H:22]4[C@@H:39]([C@H:40]([OH:42])[CH3:41])[C:38](=[O:43])[N:23]4[C:24]=3[C:25]([O:27][CH2:28][C:29]3[CH:34]=[CH:33][C:32]([N+:35]([O-:37])=[O:36])=[CH:31][CH:30]=3)=[O:26])[CH2:16]2)[S:13][CH:14]=1)(C(C)(C)C)(C)C.C(O)(=O)C.[F-].C([N+](CCCC)(CCCC)CCCC)CCC, predict the reaction product. (4) Given the reactants Br[C:2]1[CH:3]=[C:4]([C@:8]([C@@H:16]2[CH2:21][CH2:20][CH2:19][N:18]([C:22]([O:24][C:25]([CH3:28])([CH3:27])[CH3:26])=[O:23])[CH2:17]2)([OH:15])[CH2:9][CH2:10][CH2:11][CH2:12][O:13][CH3:14])[CH:5]=[CH:6][CH:7]=1.C([Li])(C)(C)C.CCCCC.[C:39](=[O:41])=[O:40].C([O-])([O-])=O.[Na+].[Na+], predict the reaction product. The product is: [C:25]([O:24][C:22]([N:18]1[CH2:19][CH2:20][CH2:21][C@@H:16]([C@@:8]([C:4]2[CH:3]=[C:2]([CH:7]=[CH:6][CH:5]=2)[C:39]([OH:41])=[O:40])([OH:15])[CH2:9][CH2:10][CH2:11][CH2:12][O:13][CH3:14])[CH2:17]1)=[O:23])([CH3:28])([CH3:27])[CH3:26]. (5) Given the reactants [Na].[CH2:2]([N:9]1[C:13]([C:14]([NH2:16])=[O:15])=[C:12]([NH2:17])[N:11]=[CH:10]1)[C:3]1[CH:8]=[CH:7][CH:6]=[CH:5][CH:4]=1.[F:18][C:19]([F:26])([F:25])[C:20](OCC)=O.C(O)(=O)C, predict the reaction product. The product is: [CH2:2]([N:9]1[C:13]2[C:12](=[N:17][C:20]([C:19]([F:26])([F:25])[F:18])=[N:16][C:14]=2[OH:15])[N:11]=[CH:10]1)[C:3]1[CH:4]=[CH:5][CH:6]=[CH:7][CH:8]=1. (6) Given the reactants [NH2:1][C:2]1[CH:3]=[C:4]([CH:35]=[CH:36][CH:37]=1)[C:5]([NH:7][C:8]1[C:13]([CH3:14])=[CH:12][C:11]([C:15]([N:24]2[CH:28]=[C:27]([C:29]([F:32])([F:31])[F:30])[CH:26]=[N:25]2)([C:20]([F:23])([F:22])[F:21])[C:16]([F:19])([F:18])[F:17])=[CH:10][C:9]=1[CH2:33][CH3:34])=[O:6].N1C=CC=CC=1.[Cl:44][C:45]1[C:50]([C:51](Cl)=[O:52])=[CH:49][CH:48]=[CH:47][N:46]=1.O, predict the reaction product. The product is: [Cl:44][C:45]1[C:50]([C:51]([NH:1][C:2]2[CH:37]=[CH:36][CH:35]=[C:4]([C:5](=[O:6])[NH:7][C:8]3[C:13]([CH3:14])=[CH:12][C:11]([C:15]([N:24]4[CH:28]=[C:27]([C:29]([F:32])([F:31])[F:30])[CH:26]=[N:25]4)([C:16]([F:18])([F:19])[F:17])[C:20]([F:21])([F:22])[F:23])=[CH:10][C:9]=3[CH2:33][CH3:34])[CH:3]=2)=[O:52])=[CH:49][CH:48]=[CH:47][N:46]=1. (7) Given the reactants Cl[C:2]1[C:11]2[C:6](=[CH:7][CH:8]=[CH:9][CH:10]=2)[NH:5]/[C:4](=[C:12]2/[C:13]([CH3:18])=[N:14][NH:15][C:16]/2=[O:17])/[CH:3]=1.[CH3:19][O:20][C:21]1[CH:26]=[CH:25][CH:24]=[CH:23][C:22]=1[SH:27], predict the reaction product. The product is: [CH3:19][O:20][C:21]1[CH:26]=[CH:25][CH:24]=[CH:23][C:22]=1[S:27][C:2]1[C:11]2[C:6](=[CH:7][CH:8]=[CH:9][CH:10]=2)[NH:5]/[C:4](=[C:12]2/[C:13]([CH3:18])=[N:14][NH:15][C:16]/2=[O:17])/[CH:3]=1.